From a dataset of NCI-60 drug combinations with 297,098 pairs across 59 cell lines. Regression. Given two drug SMILES strings and cell line genomic features, predict the synergy score measuring deviation from expected non-interaction effect. (1) Drug 1: C1CCN(CC1)CCOC2=CC=C(C=C2)C(=O)C3=C(SC4=C3C=CC(=C4)O)C5=CC=C(C=C5)O. Drug 2: CC1CCC2CC(C(=CC=CC=CC(CC(C(=O)C(C(C(=CC(C(=O)CC(OC(=O)C3CCCCN3C(=O)C(=O)C1(O2)O)C(C)CC4CCC(C(C4)OC)OCCO)C)C)O)OC)C)C)C)OC. Cell line: MDA-MB-435. Synergy scores: CSS=12.3, Synergy_ZIP=7.81, Synergy_Bliss=11.6, Synergy_Loewe=-9.27, Synergy_HSA=1.47. (2) Drug 1: CC1OCC2C(O1)C(C(C(O2)OC3C4COC(=O)C4C(C5=CC6=C(C=C35)OCO6)C7=CC(=C(C(=C7)OC)O)OC)O)O. Drug 2: CC1C(C(CC(O1)OC2CC(CC3=C2C(=C4C(=C3O)C(=O)C5=C(C4=O)C(=CC=C5)OC)O)(C(=O)CO)O)N)O.Cl. Cell line: KM12. Synergy scores: CSS=47.5, Synergy_ZIP=-4.61, Synergy_Bliss=-2.71, Synergy_Loewe=1.80, Synergy_HSA=3.06. (3) Drug 1: COC1=C(C=C2C(=C1)N=CN=C2NC3=CC(=C(C=C3)F)Cl)OCCCN4CCOCC4. Drug 2: CC1C(C(CC(O1)OC2CC(OC(C2O)C)OC3=CC4=CC5=C(C(=O)C(C(C5)C(C(=O)C(C(C)O)O)OC)OC6CC(C(C(O6)C)O)OC7CC(C(C(O7)C)O)OC8CC(C(C(O8)C)O)(C)O)C(=C4C(=C3C)O)O)O)O. Cell line: MDA-MB-231. Synergy scores: CSS=40.1, Synergy_ZIP=6.78, Synergy_Bliss=12.4, Synergy_Loewe=12.0, Synergy_HSA=11.7. (4) Drug 1: CN1C(=O)N2C=NC(=C2N=N1)C(=O)N. Drug 2: CCN(CC)CCCC(C)NC1=C2C=C(C=CC2=NC3=C1C=CC(=C3)Cl)OC. Cell line: HCT116. Synergy scores: CSS=19.5, Synergy_ZIP=-3.24, Synergy_Bliss=1.23, Synergy_Loewe=-12.3, Synergy_HSA=-3.04. (5) Drug 1: CC1CCC2CC(C(=CC=CC=CC(CC(C(=O)C(C(C(=CC(C(=O)CC(OC(=O)C3CCCCN3C(=O)C(=O)C1(O2)O)C(C)CC4CCC(C(C4)OC)OCCO)C)C)O)OC)C)C)C)OC. Drug 2: C1=NNC2=C1C(=O)NC=N2. Cell line: MOLT-4. Synergy scores: CSS=-2.52, Synergy_ZIP=-5.93, Synergy_Bliss=-5.47, Synergy_Loewe=-20.7, Synergy_HSA=-7.20. (6) Drug 1: CC1=C2C(C(=O)C3(C(CC4C(C3C(C(C2(C)C)(CC1OC(=O)C(C(C5=CC=CC=C5)NC(=O)OC(C)(C)C)O)O)OC(=O)C6=CC=CC=C6)(CO4)OC(=O)C)OC)C)OC. Drug 2: C1=CC=C(C(=C1)C(C2=CC=C(C=C2)Cl)C(Cl)Cl)Cl. Cell line: MDA-MB-231. Synergy scores: CSS=34.6, Synergy_ZIP=-0.760, Synergy_Bliss=-2.88, Synergy_Loewe=-25.6, Synergy_HSA=-2.10. (7) Drug 1: C1CC(=O)NC(=O)C1N2C(=O)C3=CC=CC=C3C2=O. Drug 2: CCC1(C2=C(COC1=O)C(=O)N3CC4=CC5=C(C=CC(=C5CN(C)C)O)N=C4C3=C2)O.Cl. Cell line: MOLT-4. Synergy scores: CSS=1.09, Synergy_ZIP=-32.1, Synergy_Bliss=-66.0, Synergy_Loewe=-102, Synergy_HSA=-66.8.